This data is from Retrosynthesis with 50K atom-mapped reactions and 10 reaction types from USPTO. The task is: Predict the reactants needed to synthesize the given product. (1) Given the product CC(C(N)=O)c1ccc(C(=O)c2cccs2)cc1, predict the reactants needed to synthesize it. The reactants are: CC(C(=O)Cl)c1ccc(C(=O)c2cccs2)cc1.N. (2) The reactants are: Cn1c(CC2CCCCC2)ncc(Br)c1=O.OB(O)c1ccc(OCc2ccccc2)c(F)c1. Given the product Cn1c(CC2CCCCC2)ncc(-c2ccc(OCc3ccccc3)c(F)c2)c1=O, predict the reactants needed to synthesize it. (3) Given the product CCOC(=O)CCn1c(=O)nc(SCC)n(Cc2ccc(C)cc2)c1=O, predict the reactants needed to synthesize it. The reactants are: CCOC(=O)CCn1c(=O)nc(SCC)[nH]c1=O.Cc1ccc(CBr)cc1. (4) Given the product CCN1C(=O)C(C)(C)C(=O)N(C)c2cc(OCCCN3C(=O)Cc4ccccc43)ccc21, predict the reactants needed to synthesize it. The reactants are: CCN1C(=O)C(C)(C)C(=O)N(C)c2cc(OCCCN3C(=O)C(=O)c4ccccc43)ccc21. (5) Given the product COc1cc2nccc(Oc3ccc4cc(NC(=O)c5cccnc5F)ccc4c3)c2cc1OC, predict the reactants needed to synthesize it. The reactants are: COc1cc2nccc(Oc3ccc4cc(N)ccc4c3)c2cc1OC.O=C(O)c1cccnc1F. (6) Given the product CN(C(=O)OC(C)(C)C)C(C(=O)O)c1cccc(Br)c1, predict the reactants needed to synthesize it. The reactants are: CC(C)(C)OC(=O)NC(C(=O)O)c1cccc(Br)c1.CI. (7) Given the product Nc1ccc2oc(=O)[nH]c2c1, predict the reactants needed to synthesize it. The reactants are: O=c1[nH]c2cc([N+](=O)[O-])ccc2o1.